From a dataset of Catalyst prediction with 721,799 reactions and 888 catalyst types from USPTO. Predict which catalyst facilitates the given reaction. (1) Reactant: [N:1]1[CH:6]=[CH:5][CH:4]=[CH:3][C:2]=1[C:7]1[C:16]([OH:17])=[CH:15][C:14]2[C:9](=[N:10][CH:11]=[CH:12][CH:13]=2)[N:8]=1.Cl[C:19]1[C:28]2[C:23](=[CH:24][C:25]([O:31][CH3:32])=[C:26]([O:29][CH3:30])[CH:27]=2)[N:22]=[CH:21][CH:20]=1.O. Product: [CH3:30][O:29][C:26]1[CH:27]=[C:28]2[C:23](=[CH:24][C:25]=1[O:31][CH3:32])[N:22]=[CH:21][CH:20]=[C:19]2[O:17][C:16]1[C:7]([C:2]2[CH:3]=[CH:4][CH:5]=[CH:6][N:1]=2)=[N:8][C:9]2[C:14]([CH:15]=1)=[CH:13][CH:12]=[CH:11][N:10]=2. The catalyst class is: 420. (2) Reactant: Br[C:2]1[CH:3]=[C:4]([CH:19]=[CH:20][CH:21]=1)[CH2:5][N:6]([CH3:18])[C:7](=[O:17])[CH2:8][NH:9]C(=O)OC(C)(C)C.O.[Cl:23][C:24]1[CH:29]=[CH:28][C:27](B(O)O)=[CH:26][CH:25]=1.C(=O)([O-])[O-].[Na+].[Na+]. Product: [ClH:23].[Cl:23][C:24]1[CH:29]=[CH:28][C:27]([C:2]2[CH:21]=[CH:20][CH:19]=[C:4]([CH2:5][N:6]([CH3:18])[C:7](=[O:17])[CH2:8][NH2:9])[CH:3]=2)=[CH:26][CH:25]=1. The catalyst class is: 109. (3) Reactant: [OH:1][CH2:2][C@@H:3]([N:11](C([O-])=O)[NH:12]C([O-])=O)[CH2:4][CH:5]1[CH2:10][CH2:9][CH2:8][O:7][CH2:6]1. Product: [NH:11]([C@@H:3]([CH2:4][CH:5]1[CH2:10][CH2:9][CH2:8][O:7][CH2:6]1)[CH2:2][OH:1])[NH2:12]. The catalyst class is: 105.